Task: Predict which catalyst facilitates the given reaction.. Dataset: Catalyst prediction with 721,799 reactions and 888 catalyst types from USPTO Reactant: [Cl-].[Cl-].[Cl-].[Al+3].[CH3:5][C:6]1[CH:10]=[CH:9][S:8][C:7]=1[C:11]([O:13][CH3:14])=[O:12].Cl[C:16]([CH3:19])([CH3:18])[CH3:17].C(=O)=O.CC(C)=O. Product: [CH3:14][O:13][C:11]([C:7]1[S:8][C:9]([C:16]([CH3:19])([CH3:18])[CH3:17])=[CH:10][C:6]=1[CH3:5])=[O:12]. The catalyst class is: 2.